The task is: Predict the reactants needed to synthesize the given product.. This data is from Retrosynthesis with 50K atom-mapped reactions and 10 reaction types from USPTO. (1) Given the product CCCc1c(-c2nc(-c3ccc(C(O)CN4CC(C(=O)O)C4)cc3)no2)noc1-c1ccccc1, predict the reactants needed to synthesize it. The reactants are: CCCc1c(-c2nc(-c3ccc(C(O)CN4CC(C(=O)OC(C)(C)C)C4)cc3)no2)noc1-c1ccccc1. (2) Given the product N#Cc1c(F)cc(Br)cc1N[C@H]1CCOC1, predict the reactants needed to synthesize it. The reactants are: N#Cc1c(F)cc(Br)cc1F.N[C@H]1CCOC1.